Task: Predict the product of the given reaction.. Dataset: Forward reaction prediction with 1.9M reactions from USPTO patents (1976-2016) (1) Given the reactants [NH2:1][C:2]1[C:3]([C:26]([O:28][CH2:29][CH3:30])=[O:27])=[CH:4][C:5]([C:22]([F:25])([F:24])[F:23])=[C:6]([CH2:8][N:9]2[CH2:14][CH2:13][N:12]([C:15]([O:17][C:18]([CH3:21])([CH3:20])[CH3:19])=[O:16])[CH2:11][CH2:10]2)[CH:7]=1.NC1C([Cl:43])=C(C=O)C(C(F)(F)F)=CC=1C(OCC)=O, predict the reaction product. The product is: [NH2:1][C:2]1[C:7]([Cl:43])=[C:6]([CH2:8][N:9]2[CH2:10][CH2:11][N:12]([C:15]([O:17][C:18]([CH3:19])([CH3:20])[CH3:21])=[O:16])[CH2:13][CH2:14]2)[C:5]([C:22]([F:24])([F:25])[F:23])=[CH:4][C:3]=1[C:26]([O:28][CH2:29][CH3:30])=[O:27]. (2) Given the reactants [F:1][C:2]1[CH:7]=[CH:6][C:5]([F:8])=[CH:4][C:3]=1[C:9]1[C:13]2[CH2:14][N:15]([CH3:18])[CH2:16][CH2:17][C:12]=2[N:11]([C:19]([NH:21][C@@H:22]([C:27]([CH3:30])([CH3:29])[CH3:28])[C:23](NC)=[O:24])=[O:20])[N:10]=1.N[C@H](CO)C(C)(C)C, predict the reaction product. The product is: [F:1][C:2]1[CH:7]=[CH:6][C:5]([F:8])=[CH:4][C:3]=1[C:9]1[C:13]2[CH2:14][N:15]([CH3:18])[CH2:16][CH2:17][C:12]=2[N:11]([C:19]([NH:21][C@@H:22]([C:27]([CH3:30])([CH3:29])[CH3:28])[CH2:23][OH:24])=[O:20])[N:10]=1.